From a dataset of Reaction yield outcomes from USPTO patents with 853,638 reactions. Predict the reaction yield, written as a fraction of the theoretical maximum amount of product (1.0 means a 100% yield; for example, 0.34 means a 34% yield). (1) The reactants are [C:1]([C:5]1[CH:10]=[CH:9][C:8]([C:11]2[N:15]([CH3:16])[N:14]=[C:13]([C:17](=O)[CH3:18])[C:12]=2[OH:20])=[CH:7][CH:6]=1)([CH3:4])([CH3:3])[CH3:2].[NH:21]([C:23]([C:25]1[S:29][C:28]([C:30]([O:32][CH3:33])=[O:31])=[CH:27][CH:26]=1)=[O:24])[NH2:22]. The catalyst is CN(C)C=O. The product is [C:1]([C:5]1[CH:10]=[CH:9][C:8]([C:11]2[N:15]([CH3:16])[N:14]=[C:13]([C:17](=[N:22][NH:21][C:23]([C:25]3[S:29][C:28]([C:30]([O:32][CH3:33])=[O:31])=[CH:27][CH:26]=3)=[O:24])[CH3:18])[C:12]=2[OH:20])=[CH:7][CH:6]=1)([CH3:4])([CH3:3])[CH3:2]. The yield is 0.310. (2) The reactants are [CH3:1][C:2]1[C:6]2[CH:7]=[C:8]([C:11]([F:14])([F:13])[F:12])[CH:9]=[CH:10][C:5]=2[S:4][C:3]=1[C:15](OC)=[O:16].[H-].[Al+3].[Li+].[H-].[H-].[H-].O. The catalyst is O1CCCC1.[O-2].[O-2].[Mn+4]. The product is [CH3:1][C:2]1[C:6]2[CH:7]=[C:8]([C:11]([F:14])([F:12])[F:13])[CH:9]=[CH:10][C:5]=2[S:4][C:3]=1[CH:15]=[O:16]. The yield is 0.650. (3) The yield is 0.760. The product is [C:8]([O:12][C:13](=[O:28])[N:14]([C:21]1[CH:26]=[CH:25][CH:24]=[CH:23][C:22]=1[F:27])[C:15](=[O:20])[CH2:16][CH2:17][C:18]#[C:19][C:2]1[CH:7]=[CH:6][CH:5]=[CH:4][N:3]=1)([CH3:11])([CH3:9])[CH3:10]. The reactants are Br[C:2]1[CH:7]=[CH:6][CH:5]=[CH:4][N:3]=1.[C:8]([O:12][C:13](=[O:28])[N:14]([C:21]1[CH:26]=[CH:25][CH:24]=[CH:23][C:22]=1[F:27])[C:15](=[O:20])[CH2:16][CH2:17][C:18]#[CH:19])([CH3:11])([CH3:10])[CH3:9]. No catalyst specified. (4) The catalyst is CN(C=O)C. The reactants are [NH2:1][CH2:2][CH2:3][O:4][CH2:5][CH2:6][N:7]1[CH:11]=[C:10]([C:12]2[CH:13]=[C:14]([CH:32]=[CH:33][CH:34]=2)[C:15]([NH:17][C:18]2[C:19]([C:29]([O-:31])=O)=[N:20][N:21]([CH:23]3[CH2:28][CH2:27][O:26][CH2:25][CH2:24]3)[CH:22]=2)=[O:16])[CH:9]=[N:8]1.[Li+].F[P-](F)(F)(F)(F)F.N1(O[P+](N(C)C)(N(C)C)N(C)C)C2C=CC=CC=2N=N1.C(N(C(C)C)C(C)C)C. The product is [O:26]1[CH2:27][CH2:28][CH:23]([N:21]2[CH:22]=[C:18]3[C:19]([C:29](=[O:31])[NH:1][CH2:2][CH2:3][O:4][CH2:5][CH2:6][N:7]4[CH:11]=[C:10]([C:12]5[CH:13]=[C:14]([C:15](=[O:16])[NH:17]3)[CH:32]=[CH:33][CH:34]=5)[CH:9]=[N:8]4)=[N:20]2)[CH2:24][CH2:25]1. The yield is 0.218. (5) The reactants are [CH3:1][C:2]1[CH:3]=[C:4]([C:8]2[C:16]3[O:15][CH:14]([CH2:17][NH2:18])[CH2:13][C:12]=3[CH:11]=[CH:10][CH:9]=2)[CH:5]=[CH:6][CH:7]=1.C(N(C(C)C)CC)(C)C.Cl[C:29]([O:31][CH2:32][C:33]1[CH:38]=[CH:37][CH:36]=[CH:35][CH:34]=1)=[O:30].C(OC(=O)NCC1CC2C=CC=C(C3CCCC3)C=2O1)C1C=CC=CC=1. No catalyst specified. The product is [CH2:32]([O:31][C:29](=[O:30])[NH:18][CH2:17][CH:14]1[CH2:13][C:12]2[CH:11]=[CH:10][CH:9]=[C:8]([C:4]3[CH:5]=[CH:6][CH:7]=[C:2]([CH3:1])[CH:3]=3)[C:16]=2[O:15]1)[C:33]1[CH:38]=[CH:37][CH:36]=[CH:35][CH:34]=1. The yield is 0.580. (6) The reactants are Cl.[NH2:2][OH:3].N1C=CC=CC=1.[C:10]([C:13]1[CH:38]=[CH:37][C:16]([CH2:17][NH:18][C:19]2[C:29]3[CH2:28][CH2:27][N:26]([C:30](=[O:35])[C:31]([F:34])([F:33])[F:32])[CH2:25][CH2:24][C:23]=3[CH:22]=[CH:21][C:20]=2[Cl:36])=[CH:15][CH:14]=1)(=O)[CH3:11]. The catalyst is C(O)C. The product is [Cl:36][C:20]1[CH:21]=[CH:22][C:23]2[CH2:24][CH2:25][N:26]([C:30](=[O:35])[C:31]([F:34])([F:32])[F:33])[CH2:27][CH2:28][C:29]=2[C:19]=1[NH:18][CH2:17][C:16]1[CH:15]=[CH:14][C:13]([C:10](=[N:2][OH:3])[CH3:11])=[CH:38][CH:37]=1. The yield is 0.940. (7) The reactants are [N:1]1[N:9]2[C:4]([CH2:5][O:6][CH2:7][CH2:8]2)=[CH:3][C:2]=1[NH:10][C:11]1[C:12](=[O:27])[N:13]([CH3:26])[CH:14]=[C:15](B2OC(C)(C)C(C)(C)O2)[CH:16]=1.[C:28]([O:31][CH2:32][C:33]1[C:38]([N:39]2[C:51](=[O:52])[C:50]3[S:49][C:48]4[CH2:47][CH2:46][CH2:45][CH2:44][C:43]=4[C:42]=3[CH2:41][CH2:40]2)=[CH:37][C:36]([F:53])=[CH:35][C:34]=1Br)(=[O:30])[CH3:29].C([O-])([O-])=O.[Na+].[Na+]. The catalyst is COCCOC.C1C=CC(P(C2C=CC=CC=2)[C-]2C=CC=C2)=CC=1.C1C=CC(P(C2C=CC=CC=2)[C-]2C=CC=C2)=CC=1.Cl[Pd]Cl.[Fe+2]. The product is [C:28]([O:31][CH2:32][C:33]1[C:38]([N:39]2[C:51](=[O:52])[C:50]3[S:49][C:48]4[CH2:47][CH2:46][CH2:45][CH2:44][C:43]=4[C:42]=3[CH2:41][CH2:40]2)=[CH:37][C:36]([F:53])=[CH:35][C:34]=1[C:15]1[CH:16]=[C:11]([NH:10][C:2]2[CH:3]=[C:4]3[N:9]([N:1]=2)[CH2:8][CH2:7][O:6][CH2:5]3)[C:12](=[O:27])[N:13]([CH3:26])[CH:14]=1)(=[O:30])[CH3:29]. The yield is 0.500. (8) The reactants are [CH:1]([NH2:4])([CH3:3])[CH3:2].[Cl:5][C:6]1[CH:33]=[CH:32][C:31]([N:34]2[CH:38]=[CH:37][CH:36]=[CH:35]2)=[CH:30][C:7]=1[C:8]([NH:10][C:11](=[O:29])[NH:12][C:13]1[S:14][C:15]2[CH:21]=[C:20]([S:22]([CH2:25][CH2:26][CH2:27]I)(=[O:24])=[O:23])[CH:19]=[CH:18][C:16]=2[N:17]=1)=[O:9]. The catalyst is C1COCC1. The product is [Cl:5][C:6]1[CH:33]=[CH:32][C:31]([N:34]2[CH:38]=[CH:37][CH:36]=[CH:35]2)=[CH:30][C:7]=1[C:8]([NH:10][C:11](=[O:29])[NH:12][C:13]1[S:14][C:15]2[CH:21]=[C:20]([S:22]([CH2:25][CH2:26][CH2:27][NH:4][CH:1]([CH3:3])[CH3:2])(=[O:24])=[O:23])[CH:19]=[CH:18][C:16]=2[N:17]=1)=[O:9]. The yield is 0.450. (9) The reactants are [F:1][C:2]([F:7])([F:6])[C:3]([OH:5])=[O:4].[CH3:8][S:9]([CH:12]([CH2:22][NH:23]C(=O)OC(C)(C)C)[CH2:13][NH:14]C(=O)OC(C)(C)C)(=[O:11])=[O:10]. The catalyst is ClCCl. The product is [F:1][C:2]([F:7])([F:6])[C:3]([OH:5])=[O:4].[F:1][C:2]([F:7])([F:6])[C:3]([OH:5])=[O:4].[CH3:8][S:9]([CH:12]([CH2:22][NH2:23])[CH2:13][NH2:14])(=[O:11])=[O:10]. The yield is 1.00.